This data is from Full USPTO retrosynthesis dataset with 1.9M reactions from patents (1976-2016). The task is: Predict the reactants needed to synthesize the given product. The reactants are: [C:1]([O:5][C:6]([N:8]1[CH2:17][CH2:16][C:15]2[C:10](=[CH:11][CH:12]=[C:13]([OH:18])[CH:14]=2)[CH2:9]1)=[O:7])([CH3:4])([CH3:3])[CH3:2].O[CH2:20][CH:21]1[CH2:26][CH2:25][N:24]([C:27]2[CH:32]=[CH:31][N:30]=[CH:29][CH:28]=2)[CH2:23][CH2:22]1.C1(P(C2C=CC=CC=2)C2C=CC=CC=2)C=CC=CC=1.N(C(OC(C)C)=O)=NC(OC(C)C)=O. Given the product [C:1]([O:5][C:6]([N:8]1[CH2:17][CH2:16][C:15]2[C:10](=[CH:11][CH:12]=[C:13]([O:18][CH2:20][CH:21]3[CH2:22][CH2:23][N:24]([C:27]4[CH:28]=[CH:29][N:30]=[CH:31][CH:32]=4)[CH2:25][CH2:26]3)[CH:14]=2)[CH2:9]1)=[O:7])([CH3:4])([CH3:2])[CH3:3], predict the reactants needed to synthesize it.